This data is from TCR-epitope binding with 47,182 pairs between 192 epitopes and 23,139 TCRs. The task is: Binary Classification. Given a T-cell receptor sequence (or CDR3 region) and an epitope sequence, predict whether binding occurs between them. (1) The epitope is RLRAEAQVK. The TCR CDR3 sequence is CASSQGRDRHGYTF. Result: 1 (the TCR binds to the epitope). (2) The epitope is AYILFTRFFYV. The TCR CDR3 sequence is CASSYRDGYTDTQYF. Result: 0 (the TCR does not bind to the epitope). (3) The epitope is GLCTLVAML. The TCR CDR3 sequence is CATSELAGYEQFF. Result: 0 (the TCR does not bind to the epitope). (4) The TCR CDR3 sequence is CASSGGHGNIQYF. Result: 0 (the TCR does not bind to the epitope). The epitope is NYSGVVTTVMF.